Dataset: Experimentally validated miRNA-target interactions with 360,000+ pairs, plus equal number of negative samples. Task: Binary Classification. Given a miRNA mature sequence and a target amino acid sequence, predict their likelihood of interaction. The protein sequence of the target gene is MALPSLGQDSWSLLRVFFFQLFLLPSLPPASGTGGQGPMPRVKYHAGDGHRALSFFQQKGLRDFDTLLLSDDGNTLYVGAREAVLALNIQNPGIPRLKNMIPWPASERKKTECAFKKKSNETQCFNFIRVLVSYNATHLYACGTFAFSPACTFIELQDSLLLPILIDKVMDGKGQSPFDPVHKHTAVLVDGMLYSGTMNNFLGSEPILMRTLGSQPVLKTDIFLRWLHADASFVAAIPSTQVVYFFFEETASEFDFFEELYISRVAQVCKNDVGGEKLLQKKWTTFLKAQLLCAQPGQLP.... Result: 0 (no interaction). The miRNA is hsa-miR-6501-5p with sequence AGUUGCCAGGGCUGCCUUUGGU.